From a dataset of Reaction yield outcomes from USPTO patents with 853,638 reactions. Predict the reaction yield, written as a fraction of the theoretical maximum amount of product (1.0 means a 100% yield; for example, 0.34 means a 34% yield). (1) The catalyst is CN(C=O)C. The reactants are F[C:2]1[CH:3]=[C:4]([CH:8]=[CH:9][N:10]=1)[C:5]([OH:7])=[O:6].[F:11][C:12]1[CH:18]=[CH:17][C:15]([NH2:16])=[CH:14][CH:13]=1.[H-].[Na+].C(O)(=O)C. The product is [F:11][C:12]1[CH:18]=[CH:17][C:15]([NH:16][C:2]2[CH:3]=[C:4]([CH:8]=[CH:9][N:10]=2)[C:5]([OH:7])=[O:6])=[CH:14][CH:13]=1. The yield is 0.500. (2) The reactants are [CH2:1]([C:3]1[CH:4]=[C:5]2[C:10](=[CH:11][CH:12]=1)[NH:9][CH2:8][CH2:7][C:6]2=[O:13])[CH3:2].[CH2:14](N(CC)CC)C.IC. The catalyst is C1COCC1. The product is [CH2:1]([C:3]1[CH:4]=[C:5]2[C:10](=[CH:11][CH:12]=1)[N:9]([CH3:14])[CH2:8][CH2:7][C:6]2=[O:13])[CH3:2]. The yield is 0.300. (3) The reactants are [Cl-].[NH:2]([C:9]1[C:10]([NH2+:15][C:16]2[CH:21]=[CH:20][CH:19]=[C:18]([C:22]3[C:27]([CH3:28])=[CH:26][CH:25]=[CH:24][C:23]=3[CH3:29])[CH:17]=2)=[N:11][CH:12]=[CH:13][N:14]=1)[C:3]1[CH:8]=[CH:7][CH:6]=[CH:5][CH:4]=1.[CH:30](OCC)(OCC)[O:31][CH2:32][CH3:33]. No catalyst specified. The product is [CH3:28][C:27]1[CH:26]=[CH:25][CH:24]=[C:23]([CH3:29])[C:22]=1[C:18]1[CH:17]=[C:16]([N:15]2[C:10]3[C:9](=[N:14][CH:13]=[CH:12][N:11]=3)[N:2]([C:3]3[CH:4]=[CH:5][CH:6]=[CH:7][CH:8]=3)[CH:30]2[O:31][CH2:32][CH3:33])[CH:21]=[CH:20][CH:19]=1. The yield is 0.970.